This data is from Peptide-MHC class II binding affinity with 134,281 pairs from IEDB. The task is: Regression. Given a peptide amino acid sequence and an MHC pseudo amino acid sequence, predict their binding affinity value. This is MHC class II binding data. (1) The peptide sequence is AGKATTEEQKLIEKI. The MHC is HLA-DPA10201-DPB10501 with pseudo-sequence HLA-DPA10201-DPB10501. The binding affinity (normalized) is 0.00796. (2) The peptide sequence is WVKVVEEKGFNPEVIPMF. The MHC is DRB1_0802 with pseudo-sequence DRB1_0802. The binding affinity (normalized) is 0.128. (3) The peptide sequence is SPHHKKLAQAVMEMT. The MHC is HLA-DQA10103-DQB10603 with pseudo-sequence HLA-DQA10103-DQB10603. The binding affinity (normalized) is 0.157. (4) The peptide sequence is RLKELINIPYCNYTK. The MHC is DRB1_0101 with pseudo-sequence DRB1_0101. The binding affinity (normalized) is 0.460. (5) The peptide sequence is MLHHWIKVEYGNLSL. The MHC is DRB1_0801 with pseudo-sequence DRB1_0801. The binding affinity (normalized) is 0.458.